From a dataset of Full USPTO retrosynthesis dataset with 1.9M reactions from patents (1976-2016). Predict the reactants needed to synthesize the given product. (1) Given the product [CH3:34][C:30]1[C:29]([O:35][CH3:36])=[CH:28][C:18]([C:19]([N:21]2[CH2:25][CH2:24][CH2:23][CH:22]2[CH2:26][OH:27])=[O:20])=[C:17]([NH:16][C:2]([O:4][CH2:5][C:6]([Cl:9])([Cl:8])[Cl:7])=[O:3])[C:31]=1[O:32][CH3:33], predict the reactants needed to synthesize it. The reactants are: Cl[C:2]([O:4][CH2:5][C:6]([Cl:9])([Cl:8])[Cl:7])=[O:3].N1C=CC=CC=1.[NH2:16][C:17]1[C:31]([O:32][CH3:33])=[C:30]([CH3:34])[C:29]([O:35][CH3:36])=[CH:28][C:18]=1[C:19]([N:21]1[CH2:25][CH2:24][CH2:23][CH:22]1[CH2:26][OH:27])=[O:20]. (2) Given the product [I:1][C:17]1[C:16]2[C:20](=[CH:21][C:22]([N+:23]([O-:25])=[O:24])=[C:14]([NH:13][CH2:12][CH2:11][N:5]3[CH2:10][CH2:9][O:8][CH2:7][CH2:6]3)[CH:15]=2)[NH:19][N:18]=1, predict the reactants needed to synthesize it. The reactants are: [I:1]I.[OH-].[K+].[N:5]1([CH2:11][CH2:12][NH:13][C:14]2[CH:15]=[C:16]3[C:20](=[CH:21][C:22]=2[N+:23]([O-:25])=[O:24])[NH:19][N:18]=[CH:17]3)[CH2:10][CH2:9][O:8][CH2:7][CH2:6]1.